Dataset: Reaction yield outcomes from USPTO patents with 853,638 reactions. Task: Predict the reaction yield, written as a fraction of the theoretical maximum amount of product (1.0 means a 100% yield; for example, 0.34 means a 34% yield). (1) The yield is 0.970. The product is [C:35]([NH:1][C:2]1[S:3][C:4]2[N:5]=[C:6]([N:11]([CH3:31])[C:12]3[CH:13]=[C:14]([NH:18][C:19](=[O:30])[C:20]4[CH:25]=[CH:24][CH:23]=[C:22]([C:26]([F:28])([F:29])[F:27])[CH:21]=4)[CH:15]=[CH:16][CH:17]=3)[N:7]=[CH:8][C:9]=2[N:10]=1)(=[O:36])[CH3:32]. The reactants are [NH2:1][C:2]1[S:3][C:4]2[N:5]=[C:6]([N:11]([CH3:31])[C:12]3[CH:13]=[C:14]([NH:18][C:19](=[O:30])[C:20]4[CH:25]=[CH:24][CH:23]=[C:22]([C:26]([F:29])([F:28])[F:27])[CH:21]=4)[CH:15]=[CH:16][CH:17]=3)[N:7]=[CH:8][C:9]=2[N:10]=1.[CH:32]1([C:35](Cl)=[O:36])CC1.CO.[OH-].[Na+]. The catalyst is N1C=CC=CC=1.CN(C)C1C=CN=CC=1. (2) The reactants are [F:1][C:2]1[CH:3]=[C:4]([C:12]([OH:14])=[O:13])[C:5](=[CH:9][C:10]=1[I:11])C(O)=O.[C:15](=[O:18])([O-])[O-].[K+].[K+].[CH3:21]I.CN([CH:26]=[O:27])C. No catalyst specified. The product is [CH3:15][O:18][C:26](=[O:27])[C:5]1[C:4](=[CH:3][C:2]([F:1])=[C:10]([I:11])[CH:9]=1)[C:12]([O:14][CH3:21])=[O:13]. The yield is 0.530. (3) The reactants are [CH2:1]([O:3][C:4](=[O:18])[CH2:5][CH:6]1[O:10][B:9]([OH:11])[C:8]2[CH:12]=[C:13]([OH:17])[CH:14]=[C:15]([F:16])[C:7]1=2)[CH3:2].[C:19](=O)([O-])[O-].[K+].[K+].IC. The catalyst is CN(C=O)C. The product is [F:16][C:15]1[C:7]2[CH:6]([CH2:5][C:4]([O:3][CH2:1][CH3:2])=[O:18])[O:10][B:9]([OH:11])[C:8]=2[CH:12]=[C:13]([O:17][CH3:19])[CH:14]=1. The yield is 0.940. (4) The reactants are [NH2:1][CH2:2][C:3]1[N:4]=[C:5]([NH:8][C:9]([NH:11][C:12]2[CH:17]=[CH:16][C:15]([CH3:18])=[CH:14][C:13]=2[C:19]([CH:21]2[CH2:25][CH2:24][CH2:23][CH2:22]2)=[O:20])=[O:10])[S:6][CH:7]=1.O=C1C2C(=CC=CC=2)C(=O)[N:28]1[CH2:37][CH2:38][S:39](Cl)(=[O:41])=[O:40].NN. No catalyst specified. The product is [CH:21]1([C:19]([C:13]2[CH:14]=[C:15]([CH3:18])[CH:16]=[CH:17][C:12]=2[NH:11][C:9](=[O:10])[NH:8][C:5]2[S:6][CH:7]=[C:3]([CH2:2][NH:1][S:39]([CH2:38][CH2:37][NH2:28])(=[O:41])=[O:40])[N:4]=2)=[O:20])[CH2:25][CH2:24][CH2:23][CH2:22]1. The yield is 0.830.